Dataset: Catalyst prediction with 721,799 reactions and 888 catalyst types from USPTO. Task: Predict which catalyst facilitates the given reaction. Reactant: [C:1]([NH:4][C:5]1[CH:32]=[CH:31][C:8]([C:9]([NH:11][C:12]2[C:16]([NH:17]C(=O)OC(C)(C)C)=[CH:15][N:14]([C:25]3[CH:30]=[CH:29][CH:28]=[CH:27][CH:26]=3)[N:13]=2)=[O:10])=[CH:7][CH:6]=1)(=[O:3])[CH3:2].[B-](F)(F)(F)[F:34].[B-](F)(F)(F)F.C1[N+]2(CCl)CC[N+](F)(CC2)C1. Product: [C:1]([NH:4][C:5]1[CH:32]=[CH:31][C:8]([C:9]([NH:11][C:12]2[C:16]([NH2:17])=[C:15]([F:34])[N:14]([C:25]3[CH:30]=[CH:29][CH:28]=[CH:27][CH:26]=3)[N:13]=2)=[O:10])=[CH:7][CH:6]=1)(=[O:3])[CH3:2]. The catalyst class is: 306.